From a dataset of Peptide-MHC class I binding affinity with 185,985 pairs from IEDB/IMGT. Regression. Given a peptide amino acid sequence and an MHC pseudo amino acid sequence, predict their binding affinity value. This is MHC class I binding data. (1) The peptide sequence is SLFSWLHL. The MHC is H-2-Kb with pseudo-sequence H-2-Kb. The binding affinity (normalized) is 0.655. (2) The peptide sequence is KVFFGPIYY. The MHC is HLA-B58:01 with pseudo-sequence HLA-B58:01. The binding affinity (normalized) is 0.719. (3) The binding affinity (normalized) is 0.391. The peptide sequence is IVLSNTSTAV. The MHC is HLA-A02:01 with pseudo-sequence HLA-A02:01. (4) The peptide sequence is EEIDWIKTD. The MHC is HLA-B27:05 with pseudo-sequence HLA-B27:05. The binding affinity (normalized) is 0.0847. (5) The peptide sequence is FLRDNLYHV. The MHC is HLA-A02:12 with pseudo-sequence HLA-A02:12. The binding affinity (normalized) is 1.00.